Dataset: Catalyst prediction with 721,799 reactions and 888 catalyst types from USPTO. Task: Predict which catalyst facilitates the given reaction. (1) Reactant: [CH3:1][CH:2]([C:4]([O:6][C:7]1[CH:8]=[CH:9][C:10]([CH2:29][OH:30])=[CH:11][C:12]=1[C@@H:13]([C:23]1[CH:24]=[CH:25][CH:26]=[CH:27][CH:28]=1)[CH2:14][CH2:15][N:16]([CH:20]([CH3:22])[CH3:21])[CH:17]([CH3:19])[CH3:18])=[O:5])[CH3:3].[C:31]([OH:38])(=[O:37])/[CH:32]=[CH:33]/[C:34]([OH:36])=[O:35].CC(=O)CC. Product: [CH3:3][CH:2]([C:4]([O:6][C:7]1[CH:8]=[CH:9][C:10]([CH2:29][OH:30])=[CH:11][C:12]=1[C@@H:13]([C:23]1[CH:28]=[CH:27][CH:26]=[CH:25][CH:24]=1)[CH2:14][CH2:15][N:16]([CH:20]([CH3:21])[CH3:22])[CH:17]([CH3:18])[CH3:19])=[O:5])[CH3:1].[CH:32](/[C:31]([OH:38])=[O:37])=[CH:33]\[C:34]([OH:36])=[O:35]. The catalyst class is: 244. (2) Reactant: O.O.[CH3:3][C:4]1[N:9]=[C:8]([CH3:10])[CH:7]=[C:6]([CH3:11])[N:5]=1.C(CC(=O)C)(=O)C.Cl.C(N)(=[NH:22])C.[C:24]1([CH3:37])[CH:29]=[C:28]([CH3:30])[CH:27]=[C:26]([CH3:31])[C:25]=1[S:32]([O:35]N)(=[O:34])=[O:33]. Product: [C:24]1([CH3:37])[CH:29]=[C:28]([CH3:30])[CH:27]=[C:26]([CH3:31])[C:25]=1[S:32]([O-:35])(=[O:34])=[O:33].[NH2:22][N+:5]1[C:6]([CH3:11])=[CH:7][C:8]([CH3:10])=[N:9][C:4]=1[CH3:3]. The catalyst class is: 4. (3) Reactant: [H-].[Na+].[Si:3]([O:10][CH2:11][C@H:12]1[O:16][C@@H:15]([N:17]2[CH:24]=[C:23]([I:25])[C:21]([NH2:22])=[N:20][C:18]2=[O:19])[CH2:14][C@@H:13]1[OH:26])([C:6]([CH3:9])([CH3:8])[CH3:7])([CH3:5])[CH3:4].[CH2:27](Br)[CH:28]=[CH2:29]. Product: [CH2:29]([O:26][C@@H:13]1[C@@H:12]([CH2:11][O:10][Si:3]([C:6]([CH3:9])([CH3:7])[CH3:8])([CH3:4])[CH3:5])[O:16][C@@H:15]([N:17]2[CH:24]=[C:23]([I:25])[C:21]([NH2:22])=[N:20][C:18]2=[O:19])[CH2:14]1)[CH:28]=[CH2:27]. The catalyst class is: 1. (4) Reactant: [OH:1][C:2]1[C:7]2[C:8](=[O:11])[CH2:9][O:10][C:6]=2[CH:5]=[CH:4][CH:3]=1.[OH-].[K+].[OH:14][C:15]1[CH:22]=[CH:21][C:18]([CH:19]=O)=[CH:17][CH:16]=1.O. Product: [OH:14][C:15]1[CH:22]=[CH:21][C:18](/[CH:19]=[C:9]2\[O:10][C:6]3[CH:5]=[CH:4][CH:3]=[C:2]([OH:1])[C:7]=3[C:8]\2=[O:11])=[CH:17][CH:16]=1. The catalyst class is: 5.